From a dataset of Full USPTO retrosynthesis dataset with 1.9M reactions from patents (1976-2016). Predict the reactants needed to synthesize the given product. (1) Given the product [OH:25][C:7]([CH3:23])([CH2:6][CH2:5][C:4]1[C:9](=[O:8])[C:10]([CH3:13])=[C:11]([CH3:12])[C:2](=[O:1])[C:3]=1[CH3:24])[C:14]([NH:16][CH2:17][CH2:18][O:19][CH2:20][CH2:21][OH:22])=[O:15], predict the reactants needed to synthesize it. The reactants are: [OH:1][C:2]1[C:3]([CH3:24])=[C:4]2[C:9](=[C:10]([CH3:13])[C:11]=1[CH3:12])[O:8][C:7]([CH3:23])([C:14]([NH:16][CH2:17][CH2:18][O:19][CH2:20][CH2:21][OH:22])=[O:15])[CH2:6][CH2:5]2.[O:25]=[N+]([O-])[O-].[O-][N+](=O)[O-].[O-][N+](=O)[O-].[O-][N+](=O)[O-].[O-][N+](=O)[O-].[O-][N+](=O)[O-].[Ce+4].[NH4+].[NH4+]. (2) Given the product [CH:28]1([CH2:31][N:24]2[CH2:25][CH2:26][N:21]([C:11]3[CH:12]=[CH:13][C:14]([C:16]4[S:17][CH:18]=[CH:19][N:20]=4)=[CH:15][C:10]=3[CH:4]3[CH2:3][C:2]([CH3:27])([CH3:1])[CH2:7][C:6]([CH3:8])([CH3:9])[CH2:5]3)[CH2:22][CH2:23]2)[CH2:30][CH2:29]1, predict the reactants needed to synthesize it. The reactants are: [CH3:1][C:2]1([CH3:27])[CH2:7][C:6]([CH3:9])([CH3:8])[CH2:5][CH:4]([C:10]2[CH:15]=[C:14]([C:16]3[S:17][CH:18]=[CH:19][N:20]=3)[CH:13]=[CH:12][C:11]=2[N:21]2[CH2:26][CH2:25][NH:24][CH2:23][CH2:22]2)[CH2:3]1.[CH:28]1([CH:31]=O)[CH2:30][CH2:29]1.C(O[BH-](OC(=O)C)OC(=O)C)(=O)C.[Na+].C(O)(=O)C.C(=O)([O-])O.[Na+]. (3) The reactants are: [OH-].[Na+].[F:3][C:4]1[CH:5]=[C:6]([NH:10][CH:11]2[CH2:15][CH2:14][CH2:13][CH:12]2[C:16]([O:18]CC)=[O:17])[CH:7]=[CH:8][CH:9]=1.Cl. Given the product [F:3][C:4]1[CH:5]=[C:6]([NH:10][CH:11]2[CH2:15][CH2:14][CH2:13][CH:12]2[C:16]([OH:18])=[O:17])[CH:7]=[CH:8][CH:9]=1, predict the reactants needed to synthesize it. (4) Given the product [Cl:1][C:2]1[CH:3]=[C:4]([CH:32]=[CH:33][C:34]=1[F:35])[CH2:5][N:6]1[CH:20]=[C:19]([N:21]([C:22]([O:24][C:25]([CH3:28])([CH3:27])[CH3:26])=[O:23])[S:39]([CH3:38])(=[O:41])=[O:40])[C:18]2[N:11]3[CH2:12][CH2:13][N:14]([CH3:17])[C:15](=[O:16])[C:10]3=[C:9]([O:29][CH3:30])[C:8]=2[C:7]1=[O:31], predict the reactants needed to synthesize it. The reactants are: [Cl:1][C:2]1[CH:3]=[C:4]([CH:32]=[CH:33][C:34]=1[F:35])[CH2:5][N:6]1[CH:20]=[C:19]([NH:21][C:22]([O:24][C:25]([CH3:28])([CH3:27])[CH3:26])=[O:23])[C:18]2[N:11]3[CH2:12][CH2:13][N:14]([CH3:17])[C:15](=[O:16])[C:10]3=[C:9]([O:29][CH3:30])[C:8]=2[C:7]1=[O:31].[H-].[Na+].[CH3:38][S:39](Cl)(=[O:41])=[O:40]. (5) Given the product [CH:1]1([CH2:4][N:5]2[C:9]([CH2:10][NH2:11])=[CH:8][C:7]([C:19]([F:21])([F:22])[F:20])=[N:6]2)[CH2:3][CH2:2]1, predict the reactants needed to synthesize it. The reactants are: [CH:1]1([CH2:4][N:5]2[C:9]([CH2:10][NH:11]C(=O)OC(C)(C)C)=[CH:8][C:7]([C:19]([F:22])([F:21])[F:20])=[N:6]2)[CH2:3][CH2:2]1.Cl.C(OCC)(=O)C.CCCCCC.